The task is: Predict the reactants needed to synthesize the given product.. This data is from Full USPTO retrosynthesis dataset with 1.9M reactions from patents (1976-2016). (1) Given the product [C:1]1([S:7]([C:8]2[CH2:12][CH2:11][O:10][N:9]=2)=[O:13])[CH:2]=[CH:3][CH:4]=[CH:5][CH:6]=1, predict the reactants needed to synthesize it. The reactants are: [C:1]1([S:7][C:8]2[CH2:12][CH2:11][O:10][N:9]=2)[CH:6]=[CH:5][CH:4]=[CH:3][CH:2]=1.[OH:13]O.O.C(Cl)Cl. (2) Given the product [CH2:1]([O:8][C:9]([N:11]1[CH2:16][CH2:15][CH:14]([C:17]2[NH:21][N:20]=[N:19][N:18]=2)[CH2:13][CH2:12]1)=[O:10])[C:2]1[CH:3]=[CH:4][CH:5]=[CH:6][CH:7]=1, predict the reactants needed to synthesize it. The reactants are: [CH2:1]([O:8][C:9]([N:11]1[CH2:16][CH2:15][CH:14]([C:17]#[N:18])[CH2:13][CH2:12]1)=[O:10])[C:2]1[CH:7]=[CH:6][CH:5]=[CH:4][CH:3]=1.[N-:19]=[N+:20]=[N-:21].[Na+]. (3) Given the product [CH2:1]([O:4][CH:5]1[O:10][C:9]([CH2:11][O:12][CH2:42][C:43]2[CH:48]=[CH:47][C:46]([O:49][CH3:50])=[CH:45][CH:44]=2)([CH2:13][O:14][CH2:42][C:43]2[CH:48]=[CH:47][C:46]([O:49][CH3:50])=[CH:45][CH:44]=2)[CH:8]([O:15][CH2:16][C:17]2[CH:22]=[CH:21][CH:20]=[CH:19][CH:18]=2)[CH:7]([O:23][CH2:24][C:25]2[CH:26]=[CH:27][CH:28]=[CH:29][CH:30]=2)[CH:6]1[O:31][CH2:32][C:33]1[CH:34]=[CH:35][CH:36]=[CH:37][CH:38]=1)[CH:2]=[CH2:3], predict the reactants needed to synthesize it. The reactants are: [CH2:1]([O:4][CH:5]1[O:10][C:9]([CH2:13][OH:14])([CH2:11][OH:12])[C@@H:8]([O:15][CH2:16][C:17]2[CH:22]=[CH:21][CH:20]=[CH:19][CH:18]=2)[C@H:7]([O:23][CH2:24][C:25]2[CH:30]=[CH:29][CH:28]=[CH:27][CH:26]=2)[C@H:6]1[O:31][CH2:32][C:33]1[CH:38]=[CH:37][CH:36]=[CH:35][CH:34]=1)[CH:2]=[CH2:3].[H-].[Na+].Br[CH2:42][C:43]1[CH:48]=[CH:47][C:46]([O:49][CH3:50])=[CH:45][CH:44]=1. (4) Given the product [N:6]1[CH:7]=[CH:8][CH:9]=[C:4]([C:13]2[CH:14]=[C:15]([CH:17]=[CH:18][CH:19]=2)[NH2:16])[CH:5]=1, predict the reactants needed to synthesize it. The reactants are: C(B(CC)[C:4]1[CH:5]=[N:6][CH:7]=[CH:8][CH:9]=1)C.Br[C:13]1[CH:14]=[C:15]([CH:17]=[CH:18][CH:19]=1)[NH2:16].C(=O)([O-])[O-].[K+].[K+]. (5) Given the product [CH2:10]([S:12]([C:13]1[N:14]([CH3:31])[N:15]=[C:16]2[C:21]=1[CH:20]=[CH:19][CH:18]=[C:17]2[C:22]1[C:23]([CH3:30])=[CH:24][C:25]([CH3:29])=[CH:26][C:27]=1[CH3:28])(=[O:37])=[O:32])[CH3:11], predict the reactants needed to synthesize it. The reactants are: C([BH3-])#N.[Na+].C[Si](Cl)(C)C.[CH2:10]([S:12][C:13]1[N:14]([CH3:31])[N:15]=[C:16]2[C:21]=1[CH:20]=[CH:19][CH:18]=[C:17]2[C:22]1[C:27]([CH3:28])=[CH:26][C:25]([CH3:29])=[CH:24][C:23]=1[CH3:30])[CH3:11].[OH-:32].[Na+].C1C[O:37]CC1. (6) Given the product [CH3:16][CH:15]([OH:7])[C:12]([C:29]([OH:30])=[O:28])([CH3:13])[CH3:11], predict the reactants needed to synthesize it. The reactants are: CN1CCCC1=[O:7].Cl.BrC1[CH:11]=[C:12]([CH:15]=[CH:16]C=1)[CH2:13]N.C(N(C(C)C)CC)(C)C.[BH-](OC(C)=O)(OC(C)=O)[O:28][C:29](C)=[O:30].[Na+]. (7) Given the product [F:11][C:9]1[CH:8]=[N:7][CH:6]=[C:5]2[S:4][CH:3]=[C:2]([B:12]3[O:16][C:15]([CH3:18])([CH3:17])[C:14]([CH3:20])([CH3:19])[O:13]3)[C:10]=12, predict the reactants needed to synthesize it. The reactants are: Br[C:2]1[C:10]2[C:5](=[CH:6][N:7]=[CH:8][C:9]=2[F:11])[S:4][CH:3]=1.[B:12]1([B:12]2[O:16][C:15]([CH3:18])([CH3:17])[C:14]([CH3:20])([CH3:19])[O:13]2)[O:16][C:15]([CH3:18])([CH3:17])[C:14]([CH3:20])([CH3:19])[O:13]1.C([O-])(=O)C.[K+].